Dataset: Forward reaction prediction with 1.9M reactions from USPTO patents (1976-2016). Task: Predict the product of the given reaction. (1) Given the reactants Br[CH2:2][CH2:3][O:4][C:5]1[C:10]([CH3:11])=[CH:9][C:8]([C:12]2[NH:21][C:20](=[O:22])[C:19]3[C:14](=[C:15]([O:23][CH3:24])[CH:16]=[CH:17][CH:18]=3)[N:13]=2)=[CH:7][C:6]=1[CH3:25].[NH:26]1[CH2:30][CH2:29][CH2:28][CH2:27]1.O, predict the reaction product. The product is: [CH3:25][C:6]1[CH:7]=[C:8]([C:12]2[NH:21][C:20](=[O:22])[C:19]3[C:14](=[C:15]([O:23][CH3:24])[CH:16]=[CH:17][CH:18]=3)[N:13]=2)[CH:9]=[C:10]([CH3:11])[C:5]=1[O:4][CH2:3][CH2:2][N:26]1[CH2:30][CH2:29][CH2:28][CH2:27]1. (2) Given the reactants C(OC([NH:11][C:12]1[C:13]([C:25]([NH:27][C:28]2[CH:29]=[N:30][CH:31]=[CH:32][C:33]=2[N:34]2[CH2:39][CH2:38][CH2:37][C@H:36]([NH:40]C(=O)OCC3C=CC=CC=3)[CH2:35]2)=[O:26])=[N:14][C:15]2[C:20]([CH:21]=1)=[CH:19][CH:18]=[C:17]([CH2:22][C:23]#[N:24])[CH:16]=2)=O)C1C=CC=CC=1, predict the reaction product. The product is: [NH2:11][C:12]1[C:13]([C:25]([NH:27][C:28]2[CH:29]=[N:30][CH:31]=[CH:32][C:33]=2[N:34]2[CH2:39][CH2:38][CH2:37][C@H:36]([NH2:40])[CH2:35]2)=[O:26])=[N:14][C:15]2[C:20]([CH:21]=1)=[CH:19][CH:18]=[C:17]([CH2:22][C:23]#[N:24])[CH:16]=2. (3) Given the reactants [OH:1][C:2]1[CH:11]=[CH:10][C:5]([C:6]([O:8][CH3:9])=[O:7])=[CH:4][C:3]=1[CH:12]=[C:13]([CH3:15])[CH3:14].CCOC(C)=O, predict the reaction product. The product is: [OH:1][C:2]1[CH:11]=[CH:10][C:5]([C:6]([O:8][CH3:9])=[O:7])=[CH:4][C:3]=1[CH2:12][CH:13]([CH3:15])[CH3:14]. (4) The product is: [Cl:1][C:2]1[CH:3]=[C:4]2[C:18](=[CH:19][C:20]=1[CH2:21][C:22]1[CH:27]=[CH:26][C:25]([CH2:28][CH3:29])=[CH:24][CH:23]=1)[C@:7]1([C@H:12]([OH:13])[C@@H:11]([OH:14])[C@H:10]([OH:15])[C@@H:9]([CH2:16][F:36])[O:8]1)[CH2:6][CH2:5]2. Given the reactants [Cl:1][C:2]1[CH:3]=[C:4]2[C:18](=[CH:19][C:20]=1[CH2:21][C:22]1[CH:27]=[CH:26][C:25]([CH2:28][CH3:29])=[CH:24][CH:23]=1)[C@:7]1([C@H:12]([OH:13])[C@@H:11]([OH:14])[C@H:10]([OH:15])[C@@H:9]([CH2:16]O)[O:8]1)[CH2:6][CH2:5]2.CCN(S(F)(F)[F:36])CC, predict the reaction product. (5) Given the reactants Br[CH2:2][C:3](=[O:7])[CH:4]([CH3:6])[CH3:5].[C:8]1(=[O:18])[NH:12][C:11](=[O:13])[C:10]2=[CH:14][CH:15]=[CH:16][CH:17]=[C:9]12.[K], predict the reaction product. The product is: [CH3:5][CH:4]([CH3:6])[C:3](=[O:7])[CH2:2][N:12]1[C:8](=[O:18])[C:9]2[C:10](=[CH:14][CH:15]=[CH:16][CH:17]=2)[C:11]1=[O:13]. (6) Given the reactants [F:1][C:2]1[CH:7]=[CH:6][C:5]([C:8]([F:11])([F:10])[F:9])=[CH:4][C:3]=1[NH:12][C:13]1[N:17]([CH3:18])[C:16]2[CH:19]=[CH:20][C:21]([O:23][C:24]3[CH:29]=[CH:28][N:27]=[C:26]([NH:30][C:31](=[O:43])[CH2:32][N:33]4[CH2:38][CH2:37][N:36]([CH2:39][CH2:40][O:41]C)[CH2:35][CH2:34]4)[CH:25]=3)=[CH:22][C:15]=2[N:14]=1, predict the reaction product. The product is: [F:1][C:2]1[CH:7]=[CH:6][C:5]([C:8]([F:10])([F:9])[F:11])=[CH:4][C:3]=1[NH:12][C:13]1[N:17]([CH3:18])[C:16]2[CH:19]=[CH:20][C:21]([O:23][C:24]3[CH:29]=[CH:28][N:27]=[C:26]([NH:30][C:31](=[O:43])[CH2:32][N:33]4[CH2:34][CH2:35][N:36]([CH2:39][CH2:40][OH:41])[CH2:37][CH2:38]4)[CH:25]=3)=[CH:22][C:15]=2[N:14]=1. (7) Given the reactants [ClH:1].C(N(CC)CC)C.[I:9][C:10]1[CH:11]=[C:12]([CH:16]=[CH:17][C:18]=1[N+:19]([O-:21])=[O:20])[C:13](Cl)=[O:14].[N+](C1C=C([N+]([O-])=O)C=CC=1C([NH:29][CH2:30][C:31]([O:33][CH2:34]C1C=CC=CC=1)=[O:32])=O)([O-])=O.[CH2:48]([Cl:50])[Cl:49], predict the reaction product. The product is: [I:9][C:10]1[CH:11]=[C:12]([CH:16]=[CH:17][C:18]=1[N+:19]([O-:21])=[O:20])[C:13]([NH:29][CH2:30][C:31]([O:33][CH2:34][C:48]([Cl:1])([Cl:50])[Cl:49])=[O:32])=[O:14]. (8) Given the reactants C(SCC)C.[Al+3].[Cl-].[Cl-].[Cl-].C[O:11][C:12]1[C:13]([CH3:33])=[CH:14][C:15]2[CH2:21][CH:20]([CH2:22][C:23]([O:25][CH2:26][CH3:27])=[O:24])[C:19]3[CH:28]=[CH:29][CH:30]=[CH:31][C:18]=3[CH2:17][C:16]=2[CH:32]=1, predict the reaction product. The product is: [OH:11][C:12]1[C:13]([CH3:33])=[CH:14][C:15]2[CH2:21][CH:20]([CH2:22][C:23]([O:25][CH2:26][CH3:27])=[O:24])[C:19]3[CH:28]=[CH:29][CH:30]=[CH:31][C:18]=3[CH2:17][C:16]=2[CH:32]=1. (9) Given the reactants [NH2:1][CH2:2][CH2:3][NH:4][C:5](=[O:24])[C:6]1[CH:11]=[CH:10][CH:9]=[C:8]([NH:12][C:13]2[C:22]3[C:17](=[CH:18][CH:19]=[CH:20][CH:21]=3)[N:16]=[C:15]([CH3:23])[CH:14]=2)[CH:7]=1.[CH:25]1[CH:30]=[CH:29][C:28]([CH:31]=O)=[CH:27][CH:26]=1.[BH4-].[Na+].[OH-].[Na+], predict the reaction product. The product is: [CH2:31]([NH:1][CH2:2][CH2:3][NH:4][C:5](=[O:24])[C:6]1[CH:11]=[CH:10][CH:9]=[C:8]([NH:12][C:13]2[C:22]3[C:17](=[CH:18][CH:19]=[CH:20][CH:21]=3)[N:16]=[C:15]([CH3:23])[CH:14]=2)[CH:7]=1)[C:28]1[CH:29]=[CH:30][CH:25]=[CH:26][CH:27]=1.